Dataset: Forward reaction prediction with 1.9M reactions from USPTO patents (1976-2016). Task: Predict the product of the given reaction. (1) The product is: [F:1][C:2]1[CH:7]=[CH:6][C:5]([CH:8]([N:16]2[CH2:21][CH2:20][N:19]([CH3:22])[CH2:18][CH2:17]2)[CH2:9][N:10]2[CH2:15][CH2:14][N:13]([CH2:43][CH2:42][CH2:41][CH2:40][C:37]3[C:36]4[CH:45]=[CH:46][C:33]([F:32])=[CH:34][C:35]=4[O:39][N:38]=3)[CH2:12][CH2:11]2)=[CH:4][CH:3]=1. Given the reactants [F:1][C:2]1[CH:7]=[CH:6][C:5]([CH:8]([N:16]2[CH2:21][CH2:20][N:19]([CH3:22])[CH2:18][CH2:17]2)[CH2:9][N:10]2[CH2:15][CH2:14][NH:13][CH2:12][CH2:11]2)=[CH:4][CH:3]=1.C(N(C(C)C)C(C)C)C.[F:32][C:33]1[CH:46]=[CH:45][C:36]2[C:37]([CH2:40][CH2:41][CH2:42][CH2:43]Cl)=[N:38][O:39][C:35]=2[CH:34]=1, predict the reaction product. (2) Given the reactants [C:1]([O:5][C:6]([N:8]1[CH2:14][CH:13]2[CH:9]1[CH2:10][NH:11][CH2:12]2)=[O:7])([CH3:4])([CH3:3])[CH3:2].Cl[C:16]1[CH:25]=[N:24][C:23]2[C:18](=[CH:19][CH:20]=[CH:21][CH:22]=2)[N:17]=1.C([O-])([O-])=O.[K+].[K+], predict the reaction product. The product is: [C:1]([O:5][C:6]([N:8]1[CH2:14][CH:13]2[CH:9]1[CH2:10][N:11]([C:16]1[CH:25]=[N:24][C:23]3[C:18](=[CH:19][CH:20]=[CH:21][CH:22]=3)[N:17]=1)[CH2:12]2)=[O:7])([CH3:4])([CH3:2])[CH3:3]. (3) Given the reactants Cl[C:2]1[N:13]=[CH:12][CH:11]=[CH:10][C:3]=1[C:4]([O:6][CH:7]([CH3:9])[CH3:8])=[O:5].[NH:14]1[CH2:18][CH2:17][C@H:16]([NH:19][C:20](=[O:26])[O:21][C:22]([CH3:25])([CH3:24])[CH3:23])[CH2:15]1.CCN(CC)CC, predict the reaction product. The product is: [CH3:25][C:22]([O:21][C:20]([NH:19][C@H:16]1[CH2:17][CH2:18][N:14]([C:2]2[C:3]([C:4]([O:6][CH:7]([CH3:9])[CH3:8])=[O:5])=[CH:10][CH:11]=[CH:12][N:13]=2)[CH2:15]1)=[O:26])([CH3:23])[CH3:24]. (4) Given the reactants [Si]([O:8][CH2:9][CH2:10][CH2:11][N:12]1[CH2:17][CH2:16][N:15](C(OC(C)(C)C)=O)[CH2:14][C:13]1=[O:25])(C(C)(C)C)(C)C.Cl, predict the reaction product. The product is: [OH:8][CH2:9][CH2:10][CH2:11][N:12]1[CH2:17][CH2:16][NH:15][CH2:14][C:13]1=[O:25]. (5) Given the reactants [H-].[Na+].[Br:3][C:4]1[CH:5]=[C:6]([CH:17]=[CH:18][C:19]=1[F:20])[CH2:7][NH:8][C:9]([C:11]1[N:12]=[CH:13][N:14]([CH3:16])[CH:15]=1)=[O:10].O1C[CH2:24][CH2:23][CH2:22]1, predict the reaction product. The product is: [Br:3][C:4]1[CH:5]=[C:6]([CH:17]=[CH:18][C:19]=1[F:20])[CH2:7][N:8]([CH2:22][CH2:23][CH3:24])[C:9]([C:11]1[N:12]=[CH:13][N:14]([CH3:16])[CH:15]=1)=[O:10]. (6) Given the reactants I[C:2]1[CH:11]=[CH:10][CH:9]=[CH:8][C:3]=1[C:4]([O:6][CH3:7])=[O:5].[CH:12]([C:14]1[CH:19]=[C:18]([O:20][CH3:21])[CH:17]=[CH:16][C:15]=1B(O)O)=[O:13], predict the reaction product. The product is: [CH:12]([C:14]1[CH:19]=[C:18]([O:20][CH3:21])[CH:17]=[CH:16][C:15]=1[C:2]1[CH:11]=[CH:10][CH:9]=[CH:8][C:3]=1[C:4]([O:6][CH3:7])=[O:5])=[O:13]. (7) Given the reactants [Br:1][C:2]1[N:6]([CH2:7][CH:8]2[CH2:13][CH2:12][CH2:11][CH2:10][CH2:9]2)[CH:5]=[C:4]([C:14]([O:16][CH3:17])=[O:15])[CH:3]=1.CN([CH:21]=[O:22])C.O=P(Cl)(Cl)Cl.C([O-])(O)=O.[Na+], predict the reaction product. The product is: [Br:1][C:2]1[N:6]([CH2:7][CH:8]2[CH2:13][CH2:12][CH2:11][CH2:10][CH2:9]2)[C:5]([CH:21]=[O:22])=[C:4]([C:14]([O:16][CH3:17])=[O:15])[CH:3]=1.